The task is: Predict the product of the given reaction.. This data is from Forward reaction prediction with 1.9M reactions from USPTO patents (1976-2016). (1) Given the reactants [F:1][C:2]([F:15])([F:14])[CH:3]1[CH2:12][C:11]2[C:6](=[CH:7][CH:8]=[CH:9][CH:10]=2)[C:5](=[O:13])[CH2:4]1.[Br:16]Br.C1CCN2C(=NCCC2)CC1, predict the reaction product. The product is: [C:5]1(=[O:13])[C:6]2[C:11](=[CH:10][CH:9]=[CH:8][CH:7]=2)[CH2:12][CH2:3][CH2:4]1.[Br:16][C:4]1[C:3]([C:2]([F:14])([F:15])[F:1])=[CH:12][C:11]2[C:6](=[CH:7][CH:8]=[CH:9][CH:10]=2)[C:5]=1[OH:13]. (2) The product is: [CH3:34][O:33][C:29]1[CH:28]=[CH:27][C:26]([N:35]2[CH2:36][CH2:37][N:38]([CH3:41])[CH2:39][CH2:40]2)=[C:25]2[C:30]=1[CH2:31][CH2:32][N:23]([C:21](=[O:22])[CH2:20][C:16]1[CH:17]=[CH:18][CH:19]=[C:14]([N:7]3[CH2:12][CH2:11][O:10][CH2:9][CH2:8]3)[CH:15]=1)[CH2:24]2. Given the reactants CC(C)([O-])C.[Na+].[NH:7]1[CH2:12][CH2:11][O:10][CH2:9][CH2:8]1.Br[C:14]1[CH:15]=[C:16]([CH2:20][C:21]([N:23]2[CH2:32][CH2:31][C:30]3[C:25](=[C:26]([N:35]4[CH2:40][CH2:39][N:38]([CH3:41])[CH2:37][CH2:36]4)[CH:27]=[CH:28][C:29]=3[O:33][CH3:34])[CH2:24]2)=[O:22])[CH:17]=[CH:18][CH:19]=1.C1C=CC(P(C2C(C3C(P(C4C=CC=CC=4)C4C=CC=CC=4)=CC=C4C=3C=CC=C4)=C3C(C=CC=C3)=CC=2)C2C=CC=CC=2)=CC=1, predict the reaction product. (3) Given the reactants CC(O)C.CC(C)=O.CCO[Si](OCC)(OCC)OCC.[C:22]1([Si:28]([O:35][CH2:36]C)([O:32][CH2:33]C)[O:29][CH2:30]C)[CH:27]=[CH:26][CH:25]=[CH:24][CH:23]=1.[N+]([O-])(O)=O.C(O)CCC.C(O)C, predict the reaction product. The product is: [C:22]1([Si:28]([O:35][CH3:36])([O:29][CH3:30])[O:32][CH3:33])[CH:23]=[CH:24][CH:25]=[CH:26][CH:27]=1. (4) Given the reactants [CH2:1]([O:8][C:9]1[C:10]([NH2:16])=[N:11][CH:12]=[C:13]([Br:15])[CH:14]=1)[C:2]1[CH:7]=[CH:6][CH:5]=[CH:4][CH:3]=1.Cl[C:18]1[C:27]([N:28]=[C:29]=[S:30])=[CH:26][C:21]([C:22]([O:24][CH3:25])=[O:23])=[CH:20][N:19]=1, predict the reaction product. The product is: [CH2:1]([O:8][C:9]1[C:10]([NH:16][C:29]2[S:30][C:18]3[C:27]([N:28]=2)=[CH:26][C:21]([C:22]([O:24][CH3:25])=[O:23])=[CH:20][N:19]=3)=[N:11][CH:12]=[C:13]([Br:15])[CH:14]=1)[C:2]1[CH:3]=[CH:4][CH:5]=[CH:6][CH:7]=1.